Dataset: Forward reaction prediction with 1.9M reactions from USPTO patents (1976-2016). Task: Predict the product of the given reaction. (1) Given the reactants [C:1]([C:3]1[CH:12]=[CH:11][C:10]2[C:9]([CH3:14])([CH3:13])[CH2:8][CH2:7][C:6]([CH3:16])([CH3:15])[C:5]=2[CH:4]=1)#[CH:2].C([Li])CCC.CCCCCC.[CH2:28]([O:30][C:31](Cl)=[O:32])[CH3:29], predict the reaction product. The product is: [CH3:13][C:9]1([CH3:14])[CH2:8][CH2:7][C:6]([CH3:16])([CH3:15])[C:5]2[CH:4]=[C:3]([C:1]#[C:2][C:31]([O:30][CH2:28][CH3:29])=[O:32])[CH:12]=[CH:11][C:10]1=2. (2) Given the reactants [NH2:1][CH2:2][CH2:3][C:4]1[CH:9]=[CH:8][C:7]([S:10]([CH:13]2[CH2:18][CH2:17][N:16]([C:19]([NH:21][CH2:22][C:23]3([C:28]4[CH:33]=[CH:32][CH:31]=[CH:30][CH:29]=4)[CH2:27][CH2:26][CH2:25][CH2:24]3)=[O:20])[CH2:15][CH2:14]2)(=[O:12])=[O:11])=[CH:6][CH:5]=1.C([Si]([O:51][C:52]1[CH:57]=[CH:56][C:55]([O:58][CH2:59][CH:60]2[CH2:62][O:61]2)=[CH:54][CH:53]=1)(C1C=CC=CC=1)C1C=CC=CC=1)(C)(C)C, predict the reaction product. The product is: [C:28]1([C:23]2([CH2:22][NH:21][C:19]([N:16]3[CH2:15][CH2:14][CH:13]([S:10]([C:7]4[CH:6]=[CH:5][C:4]([CH2:3][CH2:2][NH:1][CH2:62][C@H:60]([OH:61])[CH2:59][O:58][C:55]5[CH:56]=[CH:57][C:52]([OH:51])=[CH:53][CH:54]=5)=[CH:9][CH:8]=4)(=[O:12])=[O:11])[CH2:18][CH2:17]3)=[O:20])[CH2:27][CH2:26][CH2:25][CH2:24]2)[CH:29]=[CH:30][CH:31]=[CH:32][CH:33]=1.